This data is from Reaction yield outcomes from USPTO patents with 853,638 reactions. The task is: Predict the reaction yield, written as a fraction of the theoretical maximum amount of product (1.0 means a 100% yield; for example, 0.34 means a 34% yield). (1) The reactants are [F:8][C:7]([F:10])([F:9])[C:6](O[C:6](=[O:11])[C:7]([F:10])([F:9])[F:8])=[O:11].[Br:14][C:15]1[CH:16]=[CH:17][C:18]([NH2:21])=[N:19][CH:20]=1.N1C=CC=CC=1. The catalyst is ClCCl. The product is [Br:14][C:15]1[CH:16]=[CH:17][C:18]([NH:21][C:6](=[O:11])[C:7]([F:8])([F:9])[F:10])=[N:19][CH:20]=1. The yield is 0.860. (2) The reactants are [H-].[Na+].N[C:4]1C=CC=C[CH:5]=1.C[C:11]1[CH2:15][C:14]([CH3:16])=[C:13]([CH3:17])[C:12]=1[CH3:18].ClC[SiH:21]([CH2:28][CH2:29][CH2:30][CH2:31][CH2:32][CH2:33][CH2:34][CH2:35][CH2:36][CH2:37][CH2:38][CH2:39][CH2:40][CH2:41][CH2:42][CH2:43][CH2:44][CH3:45])[C:22]1[CH:27]=[CH:26][CH:25]=[CH:24][CH:23]=1.C(=O)([O-])[O-].[Na+].[Na+]. The catalyst is O1CCCC1.C1(C)C=CC=CC=1. The product is [CH3:11][C:15]1[C:28]([SiH2:21][C:22]2[CH:23]=[CH:24][CH:25]=[CH:26][CH:27]=2)([CH2:29][CH2:30][CH2:31][CH2:32][CH2:33][CH2:34][CH2:35][CH2:36][CH2:37][CH2:38][CH2:39][CH2:40][CH2:41][CH2:42][CH2:43][CH2:44][CH2:45][CH2:4][CH3:5])[C:12]([CH3:18])=[C:13]([CH3:17])[C:14]=1[CH3:16]. The yield is 0.769. (3) The reactants are [CH:1]1[C:13]2[N:12]([C:14](=[O:23])[CH2:15][C@@H:16]([CH2:20][CH2:21][CH3:22])[C:17](O)=[O:18])[C:11]3[C:6](=[CH:7][CH:8]=[CH:9][CH:10]=3)[C:5]=2[CH:4]=[CH:3][CH:2]=1.[C:24]([O:28][C:29](=[O:37])[CH2:30][CH:31]([NH2:36])[CH:32]([OH:35])[CH2:33][F:34])([CH3:27])([CH3:26])[CH3:25].C1C=CC2N(O)N=NC=2C=1.C(Cl)CCl. The catalyst is CN(C1C=CN=CC=1)C.C1COCC1. The product is [C:24]([O:28][C:29](=[O:37])[CH2:30][CH:31]([NH:36][C:17](=[O:18])[CH:16]([CH2:15][C:14]([N:12]1[C:11]2[CH:10]=[CH:9][CH:8]=[CH:7][C:6]=2[C:5]2[C:13]1=[CH:1][CH:2]=[CH:3][CH:4]=2)=[O:23])[CH2:20][CH2:21][CH3:22])[CH:32]([OH:35])[CH2:33][F:34])([CH3:27])([CH3:25])[CH3:26]. The yield is 0.530. (4) The reactants are [CH2:1]([N:8]1[CH2:13][CH2:12][C:11](=O)[CH2:10][CH2:9]1)[C:2]1[CH:7]=[CH:6][CH:5]=[CH:4][CH:3]=1.[CH2:15]([O:17][C:18](=[O:22])[CH2:19][C:20]#[N:21])[CH3:16].C(O)(=O)C. The catalyst is C1(C)C=CC=CC=1. The product is [CH2:15]([O:17][C:18](=[O:22])[C:19](=[C:11]1[CH2:12][CH2:13][N:8]([CH2:1][C:2]2[CH:7]=[CH:6][CH:5]=[CH:4][CH:3]=2)[CH2:9][CH2:10]1)[C:20]#[N:21])[CH3:16]. The yield is 1.00. (5) The reactants are [CH3:1][O-:2].[Na+].Br[C:5]1[CH:6]=[CH:7][CH:8]=[C:9]2[C:14]=1[CH:13]=[N:12][C:11]([NH:15][C:16]1[N:17]=[CH:18][C:19]([C:22]#[N:23])=[N:20][CH:21]=1)=[CH:10]2. The catalyst is CN(C=O)C.[Cu](I)I. The product is [CH3:1][O:2][C:5]1[CH:6]=[CH:7][CH:8]=[C:9]2[C:14]=1[CH:13]=[N:12][C:11]([NH:15][C:16]1[N:17]=[CH:18][C:19]([C:22]#[N:23])=[N:20][CH:21]=1)=[CH:10]2. The yield is 0.0200. (6) The reactants are [H-].[H-].[H-].[H-].[Li+].[Al+3].[CH3:7][O:8][C:9]1[CH:17]=[C:16]2[C:12]([CH:13]=[C:14]([C:18](OC)=O)[NH:15]2)=[CH:11][CH:10]=1. The catalyst is O1CCOCC1. The product is [CH3:7][O:8][C:9]1[CH:17]=[C:16]2[C:12]([CH:13]=[C:14]([CH3:18])[NH:15]2)=[CH:11][CH:10]=1. The yield is 0.610. (7) The reactants are [CH3:1][O:2][C:3]1[CH:8]=[CH:7][N:6]=[CH:5][C:4]=1[N+:9]([O-])=O. The catalyst is [Pd].C(O)C. The product is [NH2:9][C:4]1[CH:5]=[N:6][CH:7]=[CH:8][C:3]=1[O:2][CH3:1]. The yield is 0.990.